Dataset: Peptide-MHC class II binding affinity with 134,281 pairs from IEDB. Task: Regression. Given a peptide amino acid sequence and an MHC pseudo amino acid sequence, predict their binding affinity value. This is MHC class II binding data. (1) The peptide sequence is TLWQRPLVTIKIGGQLREAL. The MHC is HLA-DPA10301-DPB10402 with pseudo-sequence HLA-DPA10301-DPB10402. The binding affinity (normalized) is 0.219. (2) The peptide sequence is IHKASTVLAFPAGVC. The MHC is DRB1_0301 with pseudo-sequence DRB1_0301. The binding affinity (normalized) is 0.275.